This data is from Forward reaction prediction with 1.9M reactions from USPTO patents (1976-2016). The task is: Predict the product of the given reaction. (1) Given the reactants B(Br)(Br)Br.[CH:5]([C:8]1[CH:9]=[C:10]2[C:19]3[N:14]4[C:15](=[CH:21][N:22]=[C:13]4[C:12]4[CH:23]=[C:24]([O:27]C)[CH:25]=[CH:26][C:11]2=4)[CH2:16][CH2:17][C:18]=3[CH:20]=1)([CH3:7])[CH3:6], predict the reaction product. The product is: [CH:5]([C:8]1[CH:9]=[C:10]2[C:19]3[N:14]4[C:15](=[CH:21][N:22]=[C:13]4[C:12]4[CH:23]=[C:24]([OH:27])[CH:25]=[CH:26][C:11]2=4)[CH2:16][CH2:17][C:18]=3[CH:20]=1)([CH3:7])[CH3:6]. (2) Given the reactants Br[C:2]1[CH:7]=[CH:6][C:5]([C:8](=[O:12])[CH:9]([F:11])[F:10])=[CH:4][CH:3]=1.[B:13]1([B:13]2[O:17][C:16]([CH3:19])([CH3:18])[C:15]([CH3:21])([CH3:20])[O:14]2)[O:17][C:16]([CH3:19])([CH3:18])[C:15]([CH3:21])([CH3:20])[O:14]1.C([O-])(=O)C.[K+], predict the reaction product. The product is: [F:10][CH:9]([F:11])[C:8]([C:5]1[CH:6]=[CH:7][C:2]([B:13]2[O:17][C:16]([CH3:19])([CH3:18])[C:15]([CH3:21])([CH3:20])[O:14]2)=[CH:3][CH:4]=1)=[O:12].